From a dataset of Reaction yield outcomes from USPTO patents with 853,638 reactions. Predict the reaction yield, written as a fraction of the theoretical maximum amount of product (1.0 means a 100% yield; for example, 0.34 means a 34% yield). (1) The reactants are S(Cl)(Cl)=O.[Cl:5][C:6]1[C:14]([Cl:15])=[CH:13][CH:12]=[CH:11][C:7]=1[C:8]([OH:10])=O.[Al+3].[Cl-].[Cl-].[Cl-].[CH:20]1C=CC=C[CH:21]=1. The catalyst is ClC(Cl)C. The product is [Cl:15][C:14]1[C:6]([Cl:5])=[C:7]2[C:11]([CH2:20][CH2:21][C:8]2=[O:10])=[CH:12][CH:13]=1. The yield is 0.800. (2) The reactants are [NH:1]1[CH2:6][CH2:5][CH:4]([C:7]#[N:8])[CH2:3][CH2:2]1.Cl[C:10]1[CH:15]=[CH:14][C:13]([N+:16]([O-:18])=[O:17])=[CH:12][N:11]=1.C(=O)([O-])[O-].[K+].[K+]. The catalyst is C(#N)C. The product is [N+:16]([C:13]1[CH:14]=[CH:15][C:10]([N:1]2[CH2:6][CH2:5][CH:4]([C:7]#[N:8])[CH2:3][CH2:2]2)=[N:11][CH:12]=1)([O-:18])=[O:17]. The yield is 0.990. (3) The reactants are [NH2:1][CH2:2][CH:3]([OH:15])[CH2:4][N:5]1[CH2:14][CH2:13][C:12]2[C:7](=[CH:8][CH:9]=[CH:10][CH:11]=2)[CH2:6]1.[Br:16][C:17]1[CH:22]=[CH:21][N:20]=[C:19](F)[CH:18]=1.CCN(C(C)C)C(C)C. The catalyst is CC(O)C. The product is [Br:16][C:17]1[CH:22]=[CH:21][N:20]=[C:19]([NH:1][CH2:2][CH:3]([OH:15])[CH2:4][N:5]2[CH2:14][CH2:13][C:12]3[C:7](=[CH:8][CH:9]=[CH:10][CH:11]=3)[CH2:6]2)[CH:18]=1. The yield is 0.585.